From a dataset of Full USPTO retrosynthesis dataset with 1.9M reactions from patents (1976-2016). Predict the reactants needed to synthesize the given product. (1) Given the product [C:13]([O:17][C:18]([N:20]1[CH2:23][CH2:22][C@H:21]1[CH2:24][O:25][C:26]1[CH:27]=[N:28][CH:29]=[C:30]([C:32]2[O:3][N:1]=[C:4]([CH2:5][O:6][CH:7]3[CH2:12][CH2:11][CH2:10][CH2:9][O:8]3)[CH:33]=2)[CH:31]=1)=[O:19])([CH3:16])([CH3:15])[CH3:14], predict the reactants needed to synthesize it. The reactants are: [N+:1]([CH2:4][CH2:5][O:6][CH:7]1[CH2:12][CH2:11][CH2:10][CH2:9][O:8]1)([O-:3])=O.[C:13]([O:17][C:18]([N:20]1[CH2:23][CH2:22][C@H:21]1[CH2:24][O:25][C:26]1[CH:27]=[N:28][CH:29]=[C:30]([C:32]#[CH:33])[CH:31]=1)=[O:19])([CH3:16])([CH3:15])[CH3:14].C1(N=C=O)C=CC=CC=1.C(N(CC)CC)C. (2) Given the product [Cl:1][C:2]1[C:3]2[C:10]3[CH2:11][CH2:12][CH:13]([C:15]([OH:17])=[O:16])[CH2:14][C:9]=3[S:8][C:4]=2[N:5]=[CH:6][N:7]=1, predict the reactants needed to synthesize it. The reactants are: [Cl:1][C:2]1[C:3]2[C:10]3[CH2:11][CH2:12][CH:13]([C:15]([O:17]CC)=[O:16])[CH2:14][C:9]=3[S:8][C:4]=2[N:5]=[CH:6][N:7]=1.[OH-].[Li+].Cl. (3) Given the product [OH:4][C:5]1[C:6]([CH3:23])=[CH:7][C:8](/[CH:9]=[CH:10]/[C:11]2[CH:12]=[C:13]([CH:17]=[CH:18][CH:19]=2)[C:14]([NH:29][CH2:33][CH2:32][CH3:37])=[O:16])=[CH:20][C:21]=1[CH3:22], predict the reactants needed to synthesize it. The reactants are: COC[O:4][C:5]1[C:21]([CH3:22])=[CH:20][C:8](/[CH:9]=[CH:10]/[C:11]2[CH:12]=[C:13]([CH:17]=[CH:18][CH:19]=2)[C:14]([OH:16])=O)=[CH:7][C:6]=1[CH3:23].C(Cl)CCl.O[N:29]1[C:33]2N=CC=[CH:37][C:32]=2N=N1.C(N)CC. (4) The reactants are: Br[C:2]1[C:15]2[C:14](=[O:16])[N:13]([CH2:17][C:18]3[O:19][CH:20]=[CH:21][CH:22]=3)[C:12](=[O:23])[C:11]3=[CH:24][C:25](Br)=[C:8]4[C:9]([C:10]=23)=[C:4]([C:5](=[O:34])[N:6]([CH2:28][C:29]2[O:30][CH:31]=[CH:32][CH:33]=2)[C:7]4=[O:27])[CH:3]=1.[NH2:35][CH2:36][CH2:37][CH2:38][N:39]1[CH2:44][CH2:43][N:42]([CH3:45])[CH2:41][CH2:40]1. Given the product [O:19]1[CH:20]=[CH:21][CH:22]=[C:18]1[CH2:17][N:13]1[C:12](=[O:23])[C:11]2=[CH:24][C:25]([NH:35][CH2:36][CH2:37][CH2:38][N:39]3[CH2:40][CH2:41][N:42]([CH3:45])[CH2:43][CH2:44]3)=[C:8]3[C:9]4[C:10]2=[C:15]([C:2]([NH:35][CH2:36][CH2:37][CH2:38][N:39]2[CH2:40][CH2:41][N:42]([CH3:45])[CH2:43][CH2:44]2)=[CH:3][C:4]=4[C:5](=[O:34])[N:6]([CH2:28][C:29]2[O:30][CH:31]=[CH:32][CH:33]=2)[C:7]3=[O:27])[C:14]1=[O:16], predict the reactants needed to synthesize it. (5) Given the product [CH3:1][C:2]1[N:3]=[C:4]([C:7]2[C:8](=[O:18])[NH:9][C:10](=[O:17])[N:11]([CH2:13][CH2:14][CH2:15][N:33]3[CH2:34][C@H:35]4[C@:31]([C:28]5[CH:27]=[CH:26][C:25]([C:24]([F:23])([F:38])[F:37])=[CH:30][CH:29]=5)([CH2:36]4)[CH2:32]3)[CH:12]=2)[S:5][CH:6]=1, predict the reactants needed to synthesize it. The reactants are: [CH3:1][C:2]1[N:3]=[C:4]([C:7]2[C:8](=[O:18])[NH:9][C:10](=[O:17])[N:11]([CH2:13][CH2:14][CH:15]=O)[CH:12]=2)[S:5][CH:6]=1.C(O)(=O)C.[F:23][C:24]([F:38])([F:37])[C:25]1[CH:30]=[CH:29][C:28]([C@:31]23[CH2:36][C@H:35]2[CH2:34][NH:33][CH2:32]3)=[CH:27][CH:26]=1.C(O[BH-](OC(=O)C)OC(=O)C)(=O)C.[Na+].C([O-])(O)=O.[Na+]. (6) The reactants are: [NH2:1][C@@H:2]1[CH2:7][CH2:6][C@H:5]([N:8]2[CH2:12][CH2:11][C@H:10]([NH:13][C:14](=[O:23])[O:15][CH2:16][C:17]3[CH:22]=[CH:21][CH:20]=[CH:19][CH:18]=3)[C:9]2=[O:24])[C@H:4]([CH2:25][S:26]([CH2:29][CH3:30])(=[O:28])=[O:27])[CH2:3]1.[CH3:31][C:32]([CH3:34])=O.[C:35]([BH3-])#N.[Na+].C=O. Given the product [CH:32]([N:1]([CH3:35])[C@@H:2]1[CH2:7][CH2:6][C@H:5]([N:8]2[CH2:12][CH2:11][C@H:10]([NH:13][C:14](=[O:23])[O:15][CH2:16][C:17]3[CH:22]=[CH:21][CH:20]=[CH:19][CH:18]=3)[C:9]2=[O:24])[C@H:4]([CH2:25][S:26]([CH2:29][CH3:30])(=[O:28])=[O:27])[CH2:3]1)([CH3:34])[CH3:31], predict the reactants needed to synthesize it.